This data is from Catalyst prediction with 721,799 reactions and 888 catalyst types from USPTO. The task is: Predict which catalyst facilitates the given reaction. (1) Reactant: [C:1]([O:5][C:6](=[O:39])[NH:7][N:8]1[C:17](=[O:18])[C:16]2[C:11](=[C:12]([Cl:34])[C:13]([N:20]3[CH2:24][CH2:23][C@H:22]([N:25]([C:27]([O:29][C:30]([CH3:33])([CH3:32])[CH3:31])=[O:28])[CH3:26])[CH2:21]3)=[C:14]([F:19])[CH:15]=2)[N:10]([CH:35]2[CH2:37][CH2:36]2)[C:9]1=[O:38])([CH3:4])([CH3:3])[CH3:2].[H-].[Na+].I[CH3:43]. Product: [C:1]([O:5][C:6](=[O:39])[N:7]([N:8]1[C:17](=[O:18])[C:16]2[C:11](=[C:12]([Cl:34])[C:13]([N:20]3[CH2:24][CH2:23][C@H:22]([N:25]([C:27]([O:29][C:30]([CH3:31])([CH3:32])[CH3:33])=[O:28])[CH3:26])[CH2:21]3)=[C:14]([F:19])[CH:15]=2)[N:10]([CH:35]2[CH2:36][CH2:37]2)[C:9]1=[O:38])[CH3:43])([CH3:2])([CH3:3])[CH3:4]. The catalyst class is: 42. (2) Reactant: [CH3:1][O:2][C:3](=[O:20])[CH2:4][C:5]1[CH:10]=[C:9]([OH:11])[CH:8]=[C:7]([O:12][Si:13]([C:16]([CH3:19])([CH3:18])[CH3:17])([CH3:15])[CH3:14])[CH:6]=1.C(N(CC)CC)C.[S:28](O[S:28]([C:31]([F:34])([F:33])[F:32])(=[O:30])=[O:29])([C:31]([F:34])([F:33])[F:32])(=[O:30])=[O:29]. Product: [CH3:1][O:2][C:3](=[O:20])[CH2:4][C:5]1[CH:10]=[C:9]([O:11][S:28]([C:31]([F:34])([F:33])[F:32])(=[O:30])=[O:29])[CH:8]=[C:7]([O:12][Si:13]([C:16]([CH3:17])([CH3:19])[CH3:18])([CH3:15])[CH3:14])[CH:6]=1. The catalyst class is: 2.